Task: Predict which catalyst facilitates the given reaction.. Dataset: Catalyst prediction with 721,799 reactions and 888 catalyst types from USPTO (1) Product: [Cl:7][C:8]1[C:13]([CH2:14][OH:15])=[CH:12][C:11]([Cl:17])=[CH:10][N:9]=1. Reactant: B.C1COCC1.[Cl:7][C:8]1[C:13]([C:14](O)=[O:15])=[CH:12][C:11]([Cl:17])=[CH:10][N:9]=1. The catalyst class is: 1. (2) Reactant: Cl[C:2]1[C:11]2[C:6](=[CH:7][C:8]([O:14][CH3:15])=[C:9]([O:12][CH3:13])[CH:10]=2)[N:5]=[N:4][C:3]=1[C:16]([O:18][CH2:19][CH3:20])=[O:17].C(O)C.[F:24][C:25]1[CH:31]=[C:30]([F:32])[CH:29]=[CH:28][C:26]=1[NH2:27].C(O)(=O)C. Product: [F:24][C:25]1[CH:31]=[C:30]([F:32])[CH:29]=[CH:28][C:26]=1[NH:27][C:2]1[C:11]2[C:6](=[CH:7][C:8]([O:14][CH3:15])=[C:9]([O:12][CH3:13])[CH:10]=2)[N:5]=[N:4][C:3]=1[C:16]([O:18][CH2:19][CH3:20])=[O:17]. The catalyst class is: 328. (3) Reactant: C1(P(=O)(C2C=CC=CC=2)C2C=CC=CC=2)C=CC=CC=1.FC(F)(F)S(OS(C(F)(F)F)(=O)=O)(=O)=O.C([S:43][CH:44]([C:69]#[N:70])[CH2:45][NH:46][C:47]([C:49]1[NH:50][C:51]2[C:56]([CH:57]=1)=[C:55]([CH3:58])[CH:54]=[CH:53][C:52]=2[N:59]([CH3:68])[S:60]([C:63]1[S:64][CH:65]=[CH:66][CH:67]=1)(=[O:62])=[O:61])=O)C1C=CC=CC=1.CSC.C(=O)([O-])O.[Na+]. Product: [C:69]([CH:44]1[S:43][C:47]([C:49]2[NH:50][C:51]3[C:56]([CH:57]=2)=[C:55]([CH3:58])[CH:54]=[CH:53][C:52]=3[N:59]([CH3:68])[S:60]([C:63]2[S:64][CH:65]=[CH:66][CH:67]=2)(=[O:62])=[O:61])=[N:46][CH2:45]1)#[N:70]. The catalyst class is: 10. (4) Reactant: [Si]([O:18][CH:19]1[CH2:22][N:21]([C:23]2[O:24][CH:25]=[C:26]([C:28](=[O:30])[NH2:29])[N:27]=2)[CH2:20]1)(C(C)(C)C)(C1C=CC=CC=1)C1C=CC=CC=1.[F-].C([N+](CCCC)(CCCC)CCCC)CCC. Product: [C:28]([C:26]1[N:27]=[C:23]([N:21]2[CH2:22][CH:19]([OH:18])[CH2:20]2)[O:24][CH:25]=1)(=[O:30])[NH2:29]. The catalyst class is: 7. (5) Reactant: [CH:1]1([C:7](=[S:9])[NH2:8])[CH2:6][CH2:5][CH2:4][CH2:3][CH2:2]1.Cl[CH2:11][C:12](=O)[CH2:13][C:14]([O:16][CH2:17][CH3:18])=[O:15]. Product: [CH2:17]([O:16][C:14](=[O:15])[CH2:13][C:12]1[N:8]=[C:7]([CH:1]2[CH2:6][CH2:5][CH2:4][CH2:3][CH2:2]2)[S:9][CH:11]=1)[CH3:18]. The catalyst class is: 857. (6) The catalyst class is: 8. Product: [CH:1]1([C@H:4]([N:7]2[C:8]3[N:9]=[CH:10][N:11]=[C:12]([C:15]4[C:16]([CH3:23])=[N:17][C:18]([O:21][CH3:22])=[CH:19][CH:20]=4)[C:13]=3[N:14]=[C:25]([CH3:27])[C:24]2=[O:28])[CH2:5][CH3:6])[CH2:3][CH2:2]1. Reactant: [CH:1]1([C@H:4]([NH:7][C:8]2[C:13]([NH2:14])=[C:12]([C:15]3[C:16]([CH3:23])=[N:17][C:18]([O:21][CH3:22])=[CH:19][CH:20]=3)[N:11]=[CH:10][N:9]=2)[CH2:5][CH3:6])[CH2:3][CH2:2]1.[C:24](OCC)(=[O:28])[C:25]([CH3:27])=O.